Task: Predict the reaction yield, written as a fraction of the theoretical maximum amount of product (1.0 means a 100% yield; for example, 0.34 means a 34% yield).. Dataset: Reaction yield outcomes from USPTO patents with 853,638 reactions (1) The reactants are Br[C:2]1[C:7]([CH3:8])=[CH:6][C:5]([O:9][CH3:10])=[CH:4][C:3]=1[NH2:11].C(N(CC)CC)C.C1(P(C2CCCCC2)C2C=CC=CC=2C2C=CC=CC=2)CCCCC1.[CH3:44][C:45]1([CH3:52])[C:49]([CH3:51])([CH3:50])[O:48][BH:47][O:46]1. The catalyst is O1CCOCC1.CC([O-])=O.CC([O-])=O.[Pd+2]. The product is [CH3:10][O:9][C:5]1[CH:6]=[C:7]([CH3:8])[C:2]([B:47]2[O:48][C:49]([CH3:51])([CH3:50])[C:45]([CH3:52])([CH3:44])[O:46]2)=[C:3]([NH2:11])[CH:4]=1. The yield is 0.980. (2) The reactants are Br[C:2]1[CH:3]=[C:4]([O:18][CH3:19])[CH:5]=[C:6]2[C:11]=1[O:10][C:9]([C:12]([O:14][CH2:15][CH3:16])=[O:13])=[CH:8][C:7]2=[O:17].C1(P(C2C=CC=CC=2)C2C=CC3C(=CC=CC=3)C=2C2C3C(=CC=CC=3)C=CC=2P(C2C=CC=CC=2)C2C=CC=CC=2)C=CC=CC=1.[CH3:66][N:67]1[CH2:73][CH2:72][CH2:71][NH:70][CH2:69][CH2:68]1.C(=O)([O-])[O-].[Cs+].[Cs+]. The catalyst is C1(C)C=CC=CC=1. The product is [CH2:15]([O:14][C:12]([C:9]1[O:10][C:11]2[C:6]([C:7](=[O:17])[CH:8]=1)=[CH:5][C:4]([O:18][CH3:19])=[CH:3][C:2]=2[N:70]1[CH2:71][CH2:72][CH2:73][N:67]([CH3:66])[CH2:68][CH2:69]1)=[O:13])[CH3:16]. The yield is 0.600.